This data is from Reaction yield outcomes from USPTO patents with 853,638 reactions. The task is: Predict the reaction yield, written as a fraction of the theoretical maximum amount of product (1.0 means a 100% yield; for example, 0.34 means a 34% yield). (1) The product is [F:54][C:55]([F:59])([F:58])[CH2:56][NH:57][C:6]([CH:4]1[CH2:5][C:2]([OH:1])([C:9]2[CH:14]=[CH:13][C:12]([C:15]3[CH2:19][C:18]([C:24]4[CH:25]=[C:26]([Cl:32])[C:27]([Cl:31])=[C:28]([Cl:30])[CH:29]=4)([C:20]([F:21])([F:22])[F:23])[O:17][N:16]=3)=[CH:11][CH:10]=2)[CH2:3]1)=[O:7]. The yield is 0.375. The reactants are [OH:1][C:2]1([C:9]2[CH:14]=[CH:13][C:12]([C:15]3[CH2:19][C:18]([C:24]4[CH:29]=[C:28]([Cl:30])[C:27]([Cl:31])=[C:26]([Cl:32])[CH:25]=4)([C:20]([F:23])([F:22])[F:21])[O:17][N:16]=3)=[CH:11][CH:10]=2)[CH2:5][CH:4]([C:6](O)=[O:7])[CH2:3]1.C1C=CC2N(O)N=NC=2C=1.CCN(C(C)C)C(C)C.Cl.Cl.[F:54][C:55]([F:59])([F:58])[CH2:56][NH2:57]. The catalyst is CN(C=O)C. (2) The reactants are [N:1]1[CH:6]=[C:5](B(O)O)[CH:4]=[N:3][CH:2]=1.Br[C:11]1[CH:12]=[C:13]([CH:15]=[CH:16][CH:17]=1)[NH2:14].C([O-])([O-])=O.[Na+].[Na+]. The catalyst is COCCOC.C1C=CC([P]([Pd]([P](C2C=CC=CC=2)(C2C=CC=CC=2)C2C=CC=CC=2)([P](C2C=CC=CC=2)(C2C=CC=CC=2)C2C=CC=CC=2)[P](C2C=CC=CC=2)(C2C=CC=CC=2)C2C=CC=CC=2)(C2C=CC=CC=2)C2C=CC=CC=2)=CC=1. The product is [N:1]1[CH:6]=[C:5]([C:11]2[CH:12]=[C:13]([NH2:14])[CH:15]=[CH:16][CH:17]=2)[CH:4]=[N:3][CH:2]=1. The yield is 0.310. (3) The reactants are [F:1][C:2]1[CH:7]=[C:6]([N+:8]([O-])=O)[CH:5]=[CH:4][C:3]=1[CH2:11][OH:12]. The catalyst is CCOC(C)=O.[Pd]. The product is [NH2:8][C:6]1[CH:5]=[CH:4][C:3]([CH2:11][OH:12])=[C:2]([F:1])[CH:7]=1. The yield is 0.480. (4) The reactants are [C:1]([C@:3]1([CH:12]([C:18](OCC)=O)[C:13]([O:15]CC)=[O:14])[CH2:9][C@@H:8]2[C@H:4]1[CH:5]=[C:6]([CH2:10][CH3:11])[CH2:7]2)#[N:2].[OH-].[K+]. The catalyst is CCO. The product is [C:1]([C@:3]1([CH2:12][C:13]([O-:15])=[O:14])[CH2:9][C@@H:8]2[C@H:4]1[CH:5]=[C:6]([CH2:10][CH3:11])[CH2:7]2)#[N:2].[CH2:1]([NH3+:2])[C:3]1[CH:9]=[CH:8][CH:4]=[CH:18][CH:12]=1. The yield is 0.766. (5) The reactants are [CH3:1][C:2]1[O:6][C:5]([C:7]2[CH:12]=[CH:11][CH:10]=[C:9]([C:13]3[S:14][CH:15]=[CH:16][CH:17]=3)[CH:8]=2)=[N:4][C:3]=1[CH2:18][CH2:19][O:20]S(C1C=CC(C)=CC=1)(=O)=O.C([O:33][C:34](=[O:49])[C:35]([CH3:48])([O:37][C:38]1[CH:43]=[CH:42][C:41]([C:44]([CH3:47])([CH3:46])[CH3:45])=[CH:40][CH:39]=1)[CH3:36])C. The catalyst is C(O)C. The product is [CH3:48][C:35]([O:37][C:38]1[CH:39]=[CH:40][C:41]([C:44]([CH3:45])([CH3:46])[CH3:47])=[CH:42][CH:43]=1)([CH2:36][C:7]1[CH:12]=[CH:11][C:10]([O:20][CH2:19][CH2:18][C:3]2[N:4]=[C:5]([C:7]3[CH:12]=[CH:11][CH:10]=[C:9]([C:13]4[S:14][CH:15]=[CH:16][CH:17]=4)[CH:8]=3)[O:6][C:2]=2[CH3:1])=[CH:9][CH:8]=1)[C:34]([OH:33])=[O:49]. The yield is 0.100. (6) The reactants are [CH2:1]([C:4]1[C:13]([NH2:14])=[CH:12][CH:11]=[CH:10][C:5]=1[C:6]([O:8][CH3:9])=[O:7])[CH:2]=[CH2:3].[C:15]([O:19][C:20](=[O:29])[NH:21][CH:22]1[CH2:27][CH2:26][C:25](=O)[CH2:24][CH2:23]1)([CH3:18])([CH3:17])[CH3:16].CC(O)=O.[BH-](OC(C)=O)(OC(C)=O)OC(C)=O.[Na+]. The product is [CH2:1]([C:4]1[C:13]([NH:14][C@H:25]2[CH2:24][CH2:23][C@H:22]([NH:21][C:20]([O:19][C:15]([CH3:18])([CH3:17])[CH3:16])=[O:29])[CH2:27][CH2:26]2)=[CH:12][CH:11]=[CH:10][C:5]=1[C:6]([O:8][CH3:9])=[O:7])[CH:2]=[CH2:3]. The yield is 0.357. The catalyst is ClCCCl.C(Cl)Cl.